This data is from Reaction yield outcomes from USPTO patents with 853,638 reactions. The task is: Predict the reaction yield, written as a fraction of the theoretical maximum amount of product (1.0 means a 100% yield; for example, 0.34 means a 34% yield). (1) The reactants are [N+:1]([C:4]1[CH:5]=[C:6]([CH:10]=[C:11]([N+:13]([O-:15])=[O:14])[CH:12]=1)[C:7]([OH:9])=[O:8])([O-:3])=[O:2].O=S(Cl)Cl.[CH2:20](N(CC)CC)C. No catalyst specified. The product is [CH3:20][O:8][C:7](=[O:9])[C:6]1[CH:5]=[C:4]([N+:1]([O-:3])=[O:2])[CH:12]=[C:11]([N+:13]([O-:15])=[O:14])[CH:10]=1. The yield is 0.970. (2) The reactants are Br[C:2]1[CH:10]=[CH:9][C:5]([C:6]([OH:8])=[O:7])=[C:4]([CH3:11])[CH:3]=1.C([Li])CCC.CN([CH:20]=[O:21])C. The catalyst is C1COCC1. The product is [CH:20]([C:2]1[CH:10]=[CH:9][C:5]([C:6]([OH:8])=[O:7])=[C:4]([CH3:11])[CH:3]=1)=[O:21]. The yield is 0.400. (3) The reactants are Cl.Cl.[CH2:3]([O:10][C:11](=[O:38])[N:12]([CH2:14][CH2:15][N:16]1[CH:20]=[C:19]([C:21]2[CH:26]=[CH:25][C:24]([F:27])=[C:23]([C:28]([F:31])([F:30])[F:29])[CH:22]=2)[N:18]=[C:17]1[CH:32]1[CH2:37][CH2:36][NH:35][CH2:34][CH2:33]1)[CH3:13])[C:4]1[CH:9]=[CH:8][CH:7]=[CH:6][CH:5]=1.Cl[C:40]1[C:41]2[CH2:48][C:47](=[O:49])[NH:46][C:42]=2[N:43]=[CH:44][N:45]=1. The catalyst is CN(C=O)C. The product is [CH2:3]([O:10][C:11](=[O:38])[N:12]([CH2:14][CH2:15][N:16]1[CH:20]=[C:19]([C:21]2[CH:26]=[CH:25][C:24]([F:27])=[C:23]([C:28]([F:31])([F:30])[F:29])[CH:22]=2)[N:18]=[C:17]1[CH:32]1[CH2:33][CH2:34][N:35]([C:40]2[C:41]3[CH2:48][C:47](=[O:49])[NH:46][C:42]=3[N:43]=[CH:44][N:45]=2)[CH2:36][CH2:37]1)[CH3:13])[C:4]1[CH:5]=[CH:6][CH:7]=[CH:8][CH:9]=1. The yield is 0.780. (4) The catalyst is CCO. The yield is 0.890. The reactants are [I:1][C:2]1[CH:3]=[CH:4][C:5]([O:10][CH3:11])=[C:6]([CH:9]=1)[CH:7]=[O:8].[BH4-].[Na+].[NH4+].[Cl-]. The product is [I:1][C:2]1[CH:3]=[CH:4][C:5]([O:10][CH3:11])=[C:6]([CH2:7][OH:8])[CH:9]=1. (5) The reactants are [O:1]1[C:5]2([CH2:10][CH2:9][CH:8]([NH:11][C:12]3[NH:16][N:15]=[CH:14][CH:13]=3)[CH2:7][CH2:6]2)[O:4][CH2:3][CH2:2]1.N12CCCN=C1CCCCC2.[C:28]([C:30]1[CH:35]=[CH:34][CH:33]=[CH:32][C:31]=1[C:36]1[CH:41]=[CH:40][C:39]([CH2:42][CH:43]([C:49](=O)[CH2:50][CH2:51][CH3:52])[C:44](OCC)=[O:45])=[CH:38][C:37]=1[O:54][CH3:55])#[N:29].C(OCC)(=O)C. The catalyst is CCN(C1C=CC=CC=1)CC.O. The product is [O:4]1[C:5]2([CH2:6][CH2:7][CH:8]([N:11]3[C:44](=[O:45])[C:43]([CH2:42][C:39]4[CH:40]=[CH:41][C:36]([C:31]5[C:30]([C:28]#[N:29])=[CH:35][CH:34]=[CH:33][CH:32]=5)=[C:37]([O:54][CH3:55])[CH:38]=4)=[C:49]([CH2:50][CH2:51][CH3:52])[N:16]4[N:15]=[CH:14][CH:13]=[C:12]34)[CH2:9][CH2:10]2)[O:1][CH2:2][CH2:3]1. The yield is 0.700.